This data is from Forward reaction prediction with 1.9M reactions from USPTO patents (1976-2016). The task is: Predict the product of the given reaction. (1) Given the reactants [C:1]([O:5][C:6]([N:8]1[CH2:11][CH:10]([C:12](=[O:20])[C:13]2[CH:18]=[CH:17][C:16]([Cl:19])=[CH:15][CH:14]=2)[CH2:9]1)=[O:7])([CH3:4])([CH3:3])[CH3:2].[BH4-].[Na+].O, predict the reaction product. The product is: [C:1]([O:5][C:6]([N:8]1[CH2:9][CH:10]([CH:12]([C:13]2[CH:18]=[CH:17][C:16]([Cl:19])=[CH:15][CH:14]=2)[OH:20])[CH2:11]1)=[O:7])([CH3:4])([CH3:2])[CH3:3]. (2) The product is: [CH3:1][C:2]1[CH:3]=[C:4]([O:13][C:14]2[CH:19]=[CH:18][N:17]=[CH:16][C:15]=2[NH2:20])[N:5]([C:7]2[CH:8]=[CH:9][CH:10]=[CH:11][CH:12]=2)[N:6]=1. Given the reactants [CH3:1][C:2]1[CH:3]=[C:4]([O:13][C:14]2[CH:19]=[CH:18][N:17]=[CH:16][C:15]=2[N+:20]([O-])=O)[N:5]([C:7]2[CH:12]=[CH:11][CH:10]=[CH:9][CH:8]=2)[N:6]=1, predict the reaction product. (3) Given the reactants [Br:1][C:2]1[CH:7]=[CH:6][C:5]([C:8]2[N:9]=[N:10]NN=2)=[CH:4][CH:3]=1.O.[C:14](OCC)(=[O:16])[CH3:15], predict the reaction product. The product is: [Br:1][C:2]1[CH:3]=[CH:4][C:5]([C:8]2[O:16][C:14]([CH3:15])=[N:10][N:9]=2)=[CH:6][CH:7]=1. (4) Given the reactants II.[Mg].Br[C:5]1[S:6][CH:7]=[CH:8][CH:9]=1.[C:10]([O:14][C:15]([N:17]1[CH2:22][CH2:21][C:20](C#N)([N:23]([CH3:25])[CH3:24])[CH2:19][CH2:18]1)=[O:16])([CH3:13])([CH3:12])[CH3:11].[NH4+].[Cl-], predict the reaction product. The product is: [C:10]([O:14][C:15]([N:17]1[CH2:18][CH2:19][C:20]([N:23]([CH3:25])[CH3:24])([C:5]2[S:6][CH:7]=[CH:8][CH:9]=2)[CH2:21][CH2:22]1)=[O:16])([CH3:13])([CH3:12])[CH3:11]. (5) Given the reactants [CH2:1]([O:3][C:4]1[CH:9]=[CH:8][CH:7]=[CH:6][C:5]=1[OH:10])[CH3:2].I[CH2:12][CH3:13].C(=O)([O-])[O-].[K+].[K+].C(OCC)(=O)C, predict the reaction product. The product is: [CH2:1]([O:3][C:4]1[CH:9]=[CH:8][CH:7]=[CH:6][C:5]=1[O:10][CH2:12][CH3:13])[CH3:2]. (6) Given the reactants [C:1]([O:5][C:6]([N:8]1[CH2:13][CH2:12][N:11]([C:14]2[CH:19]=[CH:18][CH:17]=[CH:16][C:15]=2[CH2:20][CH2:21][CH:22]([CH3:24])[CH3:23])[C:10](=[O:25])[CH2:9]1)=[O:7])([CH3:4])([CH3:3])[CH3:2].C([N:33](CC1C=CC=CC=1)[CH:34]([CH2:37][C:38]1[CH:43]=[C:42]([F:44])[CH:41]=[C:40]([F:45])[CH:39]=1)[CH:35]=[O:36])C1C=CC=CC=1, predict the reaction product. The product is: [C:1]([O:5][C:6]([N:8]1[CH2:13][CH2:12][N:11]([C:14]2[CH:19]=[CH:18][CH:17]=[CH:16][C:15]=2[CH2:20][CH2:21][CH:22]([CH3:23])[CH3:24])[C:10](=[O:25])[C@@H:9]1[C@@H:35]([OH:36])[C@@H:34]([NH2:33])[CH2:37][C:38]1[CH:39]=[C:40]([F:45])[CH:41]=[C:42]([F:44])[CH:43]=1)=[O:7])([CH3:4])([CH3:3])[CH3:2].